This data is from Forward reaction prediction with 1.9M reactions from USPTO patents (1976-2016). The task is: Predict the product of the given reaction. (1) Given the reactants [CH3:1][NH2:2].Cl[C:4]1[N:9]=[C:8]2[N:10]=[CH:11][CH:12]=[C:13]([O:14][C:15]3[CH:20]=[CH:19][C:18]([NH:21][C:22](=[O:28])[O:23][C:24]([CH3:27])([CH3:26])[CH3:25])=[C:17]([F:29])[CH:16]=3)[C:7]2=[N:6][CH:5]=1, predict the reaction product. The product is: [F:29][C:17]1[CH:16]=[C:15]([O:14][C:13]2[C:7]3[C:8](=[N:9][C:4]([NH:2][CH3:1])=[CH:5][N:6]=3)[N:10]=[CH:11][CH:12]=2)[CH:20]=[CH:19][C:18]=1[NH:21][C:22](=[O:28])[O:23][C:24]([CH3:27])([CH3:26])[CH3:25]. (2) The product is: [ClH:37].[CH3:33][NH:34][CH2:29][C:16]1[CH:17]=[C:18]([C:19]2[CH:24]=[CH:23][CH:22]=[CH:21][C:20]=2[C:25]([F:28])([F:27])[F:26])[N:14]([S:11]([C:7]2[CH:8]=[CH:9][CH:10]=[C:5]([S:2]([CH3:1])(=[O:4])=[O:3])[CH:6]=2)(=[O:13])=[O:12])[CH:15]=1. Given the reactants [CH3:1][S:2]([C:5]1[CH:6]=[C:7]([S:11]([N:14]2[C:18]([C:19]3[CH:24]=[CH:23][CH:22]=[CH:21][C:20]=3[C:25]([F:28])([F:27])[F:26])=[CH:17][C:16]([CH:29]=O)=[CH:15]2)(=[O:13])=[O:12])[CH:8]=[CH:9][CH:10]=1)(=[O:4])=[O:3].CO.[CH3:33][NH2:34].[BH4-].[Na+].[ClH:37].C(=O)([O-])O.[Na+], predict the reaction product.